This data is from Catalyst prediction with 721,799 reactions and 888 catalyst types from USPTO. The task is: Predict which catalyst facilitates the given reaction. The catalyst class is: 18. Reactant: [O:1]=[C:2]([CH3:13])[CH2:3][C:4]1[CH:5]=[C:6]([CH:10]=[CH:11][CH:12]=1)[C:7]([OH:9])=O.CCN(C(C)C)C(C)C.[CH3:23][O:24][C:25]1[CH:26]=[C:27]([NH:31][C:32]2[C:41]3[C:36](=[C:37]([CH3:54])[CH:38]=[C:39]([S:42]([C:45]4[CH:50]=[CH:49][CH:48]=[C:47]([CH2:51][NH:52][CH3:53])[CH:46]=4)(=[O:44])=[O:43])[CH:40]=3)[N:35]=[CH:34][C:33]=2[C:55]([NH2:57])=[O:56])[CH:28]=[CH:29][CH:30]=1.CN(C(ON1N=NC2C=CC=NC1=2)=[N+](C)C)C.F[P-](F)(F)(F)(F)F. Product: [CH3:23][O:24][C:25]1[CH:26]=[C:27]([NH:31][C:32]2[C:41]3[C:36](=[C:37]([CH3:54])[CH:38]=[C:39]([S:42]([C:45]4[CH:50]=[CH:49][CH:48]=[C:47]([CH2:51][N:52]([C:7]([C:6]5[CH:10]=[CH:11][CH:12]=[C:4]([CH2:3][C:2](=[O:1])[CH3:13])[CH:5]=5)=[O:9])[CH3:53])[CH:46]=4)(=[O:43])=[O:44])[CH:40]=3)[N:35]=[CH:34][C:33]=2[C:55]([NH2:57])=[O:56])[CH:28]=[CH:29][CH:30]=1.